This data is from Forward reaction prediction with 1.9M reactions from USPTO patents (1976-2016). The task is: Predict the product of the given reaction. (1) The product is: [CH3:3][C:4]1[C:9]([CH:10]([CH2:15][CH2:16][CH3:17])[C:11]([OH:13])=[O:12])=[C:8]([C:18]2[CH:23]=[CH:22][C:21]([CH3:24])=[CH:20][CH:19]=2)[N:7]=[C:6]([N:25]2[CH2:30][CH2:29][CH2:28][CH:27]([C:31]3[CH:32]=[CH:33][CH:34]=[CH:35][CH:36]=3)[CH2:26]2)[N:5]=1. Given the reactants [OH-].[Na+].[CH3:3][C:4]1[C:9]([CH:10]([CH2:15][CH2:16][CH3:17])[C:11]([O:13]C)=[O:12])=[C:8]([C:18]2[CH:23]=[CH:22][C:21]([CH3:24])=[CH:20][CH:19]=2)[N:7]=[C:6]([N:25]2[CH2:30][CH2:29][CH2:28][CH:27]([C:31]3[CH:36]=[CH:35][CH:34]=[CH:33][CH:32]=3)[CH2:26]2)[N:5]=1, predict the reaction product. (2) Given the reactants [Br:1][C:2]1[CH:7]=[CH:6][C:5]([OH:8])=[CH:4][C:3]=1[F:9].[C:10](=O)([O-])[O-].[Cs+].[Cs+].CI.O, predict the reaction product. The product is: [Br:1][C:2]1[CH:7]=[CH:6][C:5]([O:8][CH3:10])=[CH:4][C:3]=1[F:9].